From a dataset of Full USPTO retrosynthesis dataset with 1.9M reactions from patents (1976-2016). Predict the reactants needed to synthesize the given product. (1) Given the product [C:25]([O:29][C:6]([NH:3][C:33]1[N:34]=[CH:35][C:36]([C:39]2[N:43]([C:44]3[CH:45]=[N:46][C:47]([O:50][CH3:51])=[CH:48][CH:49]=3)[N:42]=[C:41]([C:52]([O:54][CH2:55][CH3:56])=[O:53])[CH:40]=2)=[N:37][CH:38]=1)=[O:15])([CH3:28])([CH3:27])[CH3:26], predict the reactants needed to synthesize it. The reactants are: C([N:3]([CH2:6]C)CC)C.C1(P(N=[N+]=[N-])(C2C=CC=CC=2)=[O:15])C=CC=CC=1.[C:25]([OH:29])([CH3:28])([CH3:27])[CH3:26].C([C:33]1[N:34]=[CH:35][C:36]([C:39]2[N:43]([C:44]3[CH:45]=[N:46][C:47]([O:50][CH3:51])=[CH:48][CH:49]=3)[N:42]=[C:41]([C:52]([O:54][CH2:55][CH3:56])=[O:53])[CH:40]=2)=[N:37][CH:38]=1)(O)=O. (2) The reactants are: Cl[C:2]1[C:11]2[C:6](=[CH:7][CH:8]=[C:9]([N:12]3[CH2:16][CH2:15][CH2:14][C:13]3=[O:17])[CH:10]=2)[N:5]=[C:4]([CH3:18])[CH:3]=1.[C:19]1([CH:25]2[CH2:29][CH2:28][NH:27][CH2:26]2)[CH:24]=[CH:23][CH:22]=[CH:21][CH:20]=1. Given the product [CH3:18][C:4]1[CH:3]=[C:2]([N:27]2[CH2:28][CH2:29][CH:25]([C:19]3[CH:24]=[CH:23][CH:22]=[CH:21][CH:20]=3)[CH2:26]2)[C:11]2[C:6](=[CH:7][CH:8]=[C:9]([N:12]3[CH2:16][CH2:15][CH2:14][C:13]3=[O:17])[CH:10]=2)[N:5]=1, predict the reactants needed to synthesize it. (3) Given the product [CH:11]1([CH2:14][CH2:15][NH:16][C:17]([C:19]2[N:20]=[N:21][C:22]([N:25]3[CH2:30][CH2:29][N:28]([CH2:4][C:3]4[CH:6]=[CH:7][C:8]([Cl:10])=[CH:9][C:2]=4[Cl:1])[CH2:27][CH2:26]3)=[CH:23][CH:24]=2)=[O:18])[CH2:13][CH2:12]1, predict the reactants needed to synthesize it. The reactants are: [Cl:1][C:2]1[CH:9]=[C:8]([Cl:10])[CH:7]=[CH:6][C:3]=1[CH2:4]Cl.[CH:11]1([CH2:14][CH2:15][NH:16][C:17]([C:19]2[N:20]=[N:21][C:22]([N:25]3[CH2:30][CH2:29][NH:28][CH2:27][CH2:26]3)=[CH:23][CH:24]=2)=[O:18])[CH2:13][CH2:12]1. (4) Given the product [N:24]1[CH:29]=[CH:28][CH:27]=[C:26]([NH:30][C:31]([N:14]2[C@@H:15]3[CH2:20][N:19]([CH2:18][CH2:17][CH2:16]3)[C:12]3[CH:11]=[CH:10][C:9]([C:7]4[CH:6]=[CH:5][N:4]=[C:3]([C:2]([F:1])([F:22])[F:23])[CH:8]=4)=[N:21][C:13]2=3)=[O:32])[N:25]=1, predict the reactants needed to synthesize it. The reactants are: [F:1][C:2]([F:23])([F:22])[C:3]1[CH:8]=[C:7]([C:9]2[CH:10]=[CH:11][C:12]3[N:19]4[CH2:20][C@H:15]([CH2:16][CH2:17][CH2:18]4)[NH:14][C:13]=3[N:21]=2)[CH:6]=[CH:5][N:4]=1.[N:24]1[CH:29]=[CH:28][CH:27]=[C:26]([NH:30][C:31](=O)[O:32]C2C=CC=CC=2)[N:25]=1.CCOC(C)=O.